Dataset: Reaction yield outcomes from USPTO patents with 853,638 reactions. Task: Predict the reaction yield, written as a fraction of the theoretical maximum amount of product (1.0 means a 100% yield; for example, 0.34 means a 34% yield). (1) The reactants are [C:1]1([C:7]2[C:16]3[C:11](=[CH:12][N:13]=[CH:14][CH:15]=3)[C:10]3[CH:17]=[CH:18][C:19]([C:21]([O:23]C)=[O:22])=[CH:20][C:9]=3[N:8]=2)[CH:6]=[CH:5][CH:4]=[CH:3][CH:2]=1.CCO.[OH-].[Na+].Cl. The catalyst is O. The product is [C:1]1([C:7]2[C:16]3[C:11](=[CH:12][N:13]=[CH:14][CH:15]=3)[C:10]3[CH:17]=[CH:18][C:19]([C:21]([OH:23])=[O:22])=[CH:20][C:9]=3[N:8]=2)[CH:2]=[CH:3][CH:4]=[CH:5][CH:6]=1. The yield is 0.860. (2) The reactants are [CH3:1][O:2][C:3](=[O:14])[CH2:4][C:5]1[CH:10]=[CH:9][C:8]([O:11][CH3:12])=[C:7](Br)[CH:6]=1.C1(P(C2CCCCC2)C2C=CC=CC=2C2C(OC)=CC=CC=2OC)CCCCC1.P([O-])([O-])([O-])=O.[K+].[K+].[K+].[CH2:52]([C:54]([OH:86])([CH2:84][CH3:85])/[CH:55]=[CH:56]/[C:57]1[CH:62]=[CH:61][C:60]([C:63]([CH2:81][CH3:82])([C:66]2[CH:71]=[CH:70][C:69](B3OC(C)(C)C(C)(C)O3)=[CH:68][CH:67]=2)[CH2:64][CH3:65])=[CH:59][C:58]=1[CH3:83])[CH3:53].C(=O)(O)[O-].[Na+]. The catalyst is C1(C)C=CC=CC=1.C([O-])(=O)C.[Pd+2].C([O-])(=O)C.O. The product is [CH3:1][O:2][C:3](=[O:14])[CH2:4][C:5]1[CH:6]=[C:7]([C:69]2[CH:68]=[CH:67][C:66]([C:63]([CH2:81][CH3:82])([C:60]3[CH:61]=[CH:62][C:57](/[CH:56]=[CH:55]/[C:54]([CH2:84][CH3:85])([OH:86])[CH2:52][CH3:53])=[C:58]([CH3:83])[CH:59]=3)[CH2:64][CH3:65])=[CH:71][CH:70]=2)[C:8]([O:11][CH3:12])=[CH:9][CH:10]=1. The yield is 0.490. (3) The reactants are Cl[C:2]1[CH:7]=[CH:6][C:5]([N+:8]([O-:10])=[O:9])=[CH:4][N:3]=1.C([N:14](CC)[CH:15]([CH3:17])[CH3:16])(C)C.[CH2:20](O)[CH3:21]. No catalyst specified. The product is [CH2:17]1[C:20]2[C:21](=[CH:4][CH:5]=[CH:6][CH:7]=2)[CH2:16][CH:15]1[NH:14][C:2]1[CH:7]=[CH:6][C:5]([N+:8]([O-:10])=[O:9])=[CH:4][N:3]=1. The yield is 0.880. (4) The reactants are [CH3:1][N:2]([CH3:33])[C:3]1[CH:29]=[CH:28][C:6]([C:7]([NH:9][C:10]2[C:15]([CH3:16])=[CH:14][C:13]([C:17]([F:26])([C:22]([F:25])([F:24])[F:23])[C:18]([F:21])([F:20])[F:19])=[CH:12][C:11]=2[CH3:27])=[O:8])=[CH:5][C:4]=1[N+:30]([O-])=O.[Sn](Cl)(Cl)(Cl)Cl.Cl. The catalyst is C(O)(C)C. The product is [NH2:30][C:4]1[CH:5]=[C:6]([CH:28]=[CH:29][C:3]=1[N:2]([CH3:33])[CH3:1])[C:7]([NH:9][C:10]1[C:15]([CH3:16])=[CH:14][C:13]([C:17]([F:26])([C:22]([F:23])([F:24])[F:25])[C:18]([F:20])([F:21])[F:19])=[CH:12][C:11]=1[CH3:27])=[O:8]. The yield is 0.960. (5) The reactants are CO[C:3]1[CH:8]=[CH:7][C:6]([C:9](=O)[CH2:10][C:11]#[N:12])=[CH:5][CH:4]=1.[OH2:14].[NH2:15][NH2:16].[CH2:17](O)C. No catalyst specified. The product is [NH2:12][C:11]1[NH:16][N:15]=[C:9]([C:6]2[CH:7]=[CH:8][C:3]([O:14][CH3:17])=[CH:4][CH:5]=2)[CH:10]=1. The yield is 0.970. (6) The reactants are Br[C:2]1[CH:7]=[N:6][C:5]([Br:8])=[CH:4][N:3]=1.[F:9][C:10]1[CH:15]=[CH:14][C:13](B(O)O)=[CH:12][CH:11]=1.C(=O)([O-])[O-].[Na+].[Na+]. The catalyst is C1(C)C=CC=CC=1.C(O)C.C1C=CC([P]([Pd]([P](C2C=CC=CC=2)(C2C=CC=CC=2)C2C=CC=CC=2)([P](C2C=CC=CC=2)(C2C=CC=CC=2)C2C=CC=CC=2)[P](C2C=CC=CC=2)(C2C=CC=CC=2)C2C=CC=CC=2)(C2C=CC=CC=2)C2C=CC=CC=2)=CC=1. The product is [Br:8][C:5]1[CH:4]=[N:3][C:2]([C:13]2[CH:14]=[CH:15][C:10]([F:9])=[CH:11][CH:12]=2)=[CH:7][N:6]=1. The yield is 0.570.